Dataset: Full USPTO retrosynthesis dataset with 1.9M reactions from patents (1976-2016). Task: Predict the reactants needed to synthesize the given product. (1) Given the product [Cl:1][C:2]1[CH:7]=[C:6]([N+:8]([O-:10])=[O:9])[CH:5]=[CH:4][C:3]=1[CH2:11][C:12]([Cl:17])=[O:14], predict the reactants needed to synthesize it. The reactants are: [Cl:1][C:2]1[CH:7]=[C:6]([N+:8]([O-:10])=[O:9])[CH:5]=[CH:4][C:3]=1[CH2:11][C:12]([OH:14])=O.S(Cl)([Cl:17])=O. (2) Given the product [NH2:16][C:11]1[C:12]([N+:13]([O-:15])=[O:14])=[C:7]([NH:6][CH:1]2[CH2:5][CH2:4][CH2:3][CH2:2]2)[N:8]=[C:9]([C:28]#[N:29])[N:10]=1, predict the reactants needed to synthesize it. The reactants are: [CH:1]1([N:6](CC2C=CC(OC)=CC=2OC)[C:7]2[C:12]([N+:13]([O-:15])=[O:14])=[C:11]([NH:16]CC3C=CC(OC)=CC=3OC)[N:10]=[C:9]([C:28]#[N:29])[N:8]=2)[CH2:5][CH2:4][CH2:3][CH2:2]1.FC(F)(F)C(O)=O. (3) Given the product [Cl:10][C:8]1[CH:9]=[C:2]([Cl:1])[CH:3]=[C:4]([O:11][CH3:12])[C:5]=1[CH:6]=[O:7], predict the reactants needed to synthesize it. The reactants are: [Cl:1][C:2]1[CH:3]=[C:4]([OH:11])[C:5](=[C:8]([Cl:10])[CH:9]=1)[CH:6]=[O:7].[C:12]([O-])([O-])=O.[K+].[K+].IC. (4) Given the product [CH3:1][N:2]([CH2:3][C:5]1[S:6][CH:7]=[CH:8][CH:9]=1)[C:10]1[CH:11]=[CH:12][CH:13]=[C:14]2[C:18]=1[NH:17][C:16]([C:19]1[S:20][CH:21]=[CH:22][N:23]=1)=[CH:15]2, predict the reactants needed to synthesize it. The reactants are: [CH3:1][N:2]([C:10]1[CH:11]=[CH:12][CH:13]=[C:14]2[C:18]=1[NH:17][C:16]([C:19]1[S:20][CH:21]=[CH:22][N:23]=1)=[CH:15]2)[C:3]([C:5]1[S:6][CH:7]=[CH:8][CH:9]=1)=O.B.O1CCCC1.CO. (5) Given the product [Cl:36][C:29]1[CH:30]=[N+:31]([O-:35])[CH:32]=[C:33]([Cl:34])[C:28]=1[CH2:27][C@@H:26]([C:37]1[CH:42]=[CH:41][C:40]([O:43][CH:44]([F:45])[F:46])=[C:39]([O:47][CH2:48][CH:49]2[CH2:51][CH2:50]2)[CH:38]=1)[O:25][C:23](=[O:24])[CH2:22][N:15]1[C:16]2[C:21](=[CH:20][CH:19]=[CH:18][CH:17]=2)[C:13]([NH:8][S:9]([CH3:12])(=[O:11])=[O:10])=[CH:14]1, predict the reactants needed to synthesize it. The reactants are: C(OC([N:8]([C:13]1[C:21]2[C:16](=[CH:17][CH:18]=[CH:19][CH:20]=2)[N:15]([CH2:22][C:23]([O:25][C@H:26]([C:37]2[CH:42]=[CH:41][C:40]([O:43][CH:44]([F:46])[F:45])=[C:39]([O:47][CH2:48][CH:49]3[CH2:51][CH2:50]3)[CH:38]=2)[CH2:27][C:28]2[C:33]([Cl:34])=[CH:32][N+:31]([O-:35])=[CH:30][C:29]=2[Cl:36])=[O:24])[CH:14]=1)[S:9]([CH3:12])(=[O:11])=[O:10])=O)(C)(C)C.Cl.O1CCOCC1. (6) Given the product [Cl:1][CH2:2][C:3]([CH3:12])([CH3:11])[CH2:4][N:6]1[CH2:10][CH2:9][CH2:8][CH2:7]1, predict the reactants needed to synthesize it. The reactants are: [Cl:1][CH2:2][C:3]([CH3:12])([CH3:11])[C:4]([N:6]1[CH2:10][CH2:9][CH2:8][CH2:7]1)=O.[H-].[Al+3].[Li+].[H-].[H-].[H-].O.[Na]. (7) The reactants are: [NH2:1][CH:2]([CH2:5][CH2:6][OH:7])[CH2:3][OH:4].C(N(CC)CC)C.[Cl:15][CH:16]([CH3:20])[C:17](Cl)=[O:18]. Given the product [Cl:15][CH:16]([CH3:20])[C:17]([NH:1][CH:2]([CH2:5][CH2:6][OH:7])[CH2:3][OH:4])=[O:18], predict the reactants needed to synthesize it. (8) Given the product [C:28]([C:10]1[C:11]2[C:16](=[CH:15][C:14]([O:19][C:20]3[CH:25]=[CH:24][C:23]([O:26][CH3:27])=[CH:22][CH:21]=3)=[CH:13][CH:12]=2)[C:17]([OH:18])=[C:8]([C:6]([NH:30][CH2:31][C:32]([OH:34])=[O:33])=[O:7])[N:9]=1)#[N:29], predict the reactants needed to synthesize it. The reactants are: C(O[C:6]([C:8]1[N:9]=[C:10]([C:28]#[N:29])[C:11]2[C:16]([C:17]=1[OH:18])=[CH:15][C:14]([O:19][C:20]1[CH:25]=[CH:24][C:23]([O:26][CH3:27])=[CH:22][CH:21]=1)=[CH:13][CH:12]=2)=[O:7])CCC.[NH2:30][CH2:31][C:32]([OH:34])=[O:33].